From a dataset of Reaction yield outcomes from USPTO patents with 853,638 reactions. Predict the reaction yield, written as a fraction of the theoretical maximum amount of product (1.0 means a 100% yield; for example, 0.34 means a 34% yield). (1) The reactants are C1CCC(N=C=NC2CCCCC2)CC1.[OH:16][N:17]1[C:22](=[O:23])[CH2:21][CH2:20][C:18]1=[O:19].[C:24]([O:28][C:29]([NH:31][CH2:32][C:33](O)=[O:34])=[O:30])([CH3:27])([CH3:26])[CH3:25]. The catalyst is CN(C=O)C. The product is [C:24]([O:28][C:29]([NH:31][CH2:32][C:33]([O:16][N:17]1[C:22](=[O:23])[CH2:21][CH2:20][C:18]1=[O:19])=[O:34])=[O:30])([CH3:27])([CH3:26])[CH3:25]. The yield is 0.870. (2) The reactants are [CH3:1][O:2][CH2:3][CH2:4][CH2:5][OH:6].O[N:8]1[C:12](=[O:13])[C:11]2=[CH:14][CH:15]=[CH:16][CH:17]=[C:10]2[C:9]1=[O:18]. No catalyst specified. The product is [CH3:1][O:2][CH2:3][CH2:4][CH2:5][O:6][N:8]1[C:12](=[O:13])[C:11]2[C:10](=[CH:17][CH:16]=[CH:15][CH:14]=2)[C:9]1=[O:18]. The yield is 0.949. (3) The reactants are CC(C)([O-])C.[K+].C1(C)C=CC(S([CH2:16][N+:17]#[C-:18])(=O)=O)=CC=1.[C:20]([O:25][CH3:26])(=[O:24])/[CH:21]=[CH:22]/[CH3:23]. The catalyst is O1CCCC1. The product is [CH3:23][C:22]1[C:21]([C:20]([O:25][CH3:26])=[O:24])=[CH:16][NH:17][CH:18]=1. The yield is 0.420. (4) The reactants are [CH2:1]([O:3][C:4](=[O:15])[CH:5]=[CH:6][C:7]1[CH:12]=[CH:11][C:10]([C:13]#[N:14])=[CH:9][CH:8]=1)[CH3:2].C(N(CC)CC)C.C(O)=O. The catalyst is C(OCC)(=O)C.[Pd]. The product is [CH2:1]([O:3][C:4](=[O:15])[CH2:5][CH2:6][C:7]1[CH:8]=[CH:9][C:10]([C:13]#[N:14])=[CH:11][CH:12]=1)[CH3:2]. The yield is 0.990. (5) The reactants are [F:1][C:2]1[CH:7]=[CH:6][C:5]([C:8]2[N:9]=[CH:10][NH:11][CH:12]=2)=[CH:4][CH:3]=1.I[C:14]1[CH:15]=[N:16][CH:17]=[CH:18][CH:19]=1.C1C=C(O)C2N=CC=CC=2C=1.C([O-])([O-])=O.[K+].[K+]. The catalyst is CS(C)=O.[Cu]I.O. The product is [F:1][C:2]1[CH:3]=[CH:4][C:5]([C:8]2[N:9]=[CH:10][N:11]([C:14]3[CH:15]=[N:16][CH:17]=[CH:18][CH:19]=3)[CH:12]=2)=[CH:6][CH:7]=1. The yield is 0.700. (6) The reactants are [CH2:1]([C:4]([CH3:6])=[O:5])[CH2:2][CH3:3].[C:7]([O:14][CH2:15][CH3:16])(=[O:13])[C:8]([O:10]CC)=O. The catalyst is C(O)C. The product is [O:10]=[C:8]([CH2:6][C:4](=[O:5])[CH2:1][CH2:2][CH3:3])[C:7]([O:14][CH2:15][CH3:16])=[O:13]. The yield is 0.645. (7) The reactants are I[C:2]1[CH:7]=[CH:6][CH:5]=[CH:4][C:3]=1OC.[CH2:10]([CH:14]1[CH2:19][CH2:18][N:17]([CH2:20][CH2:21][CH2:22]C#N)[CH2:16][CH2:15]1)[CH2:11][CH2:12][CH3:13].S(=O)(=O)(O)O.[OH-].[Na+].CC[O:34][CH2:35][CH3:36]. The catalyst is C(Cl)Cl.CO.C1COCC1. The product is [CH2:10]([CH:14]1[CH2:19][CH2:18][N:17]([CH2:20][CH2:21][CH2:22][C:35]([C:36]2[CH:2]=[CH:7][CH:6]=[CH:5][C:4]=2[CH3:3])=[O:34])[CH2:16][CH2:15]1)[CH2:11][CH2:12][CH3:13]. The yield is 0.260. (8) The reactants are Br[C:2]1[CH:3]=[C:4]([NH:13][CH2:14][CH3:15])[C:5]([CH3:12])=[C:6]([CH:11]=1)[C:7]([O:9][CH3:10])=[O:8].CC1(C)C(C)(C)OB([C:24]2[CH:36]=[CH:35][C:27]([CH2:28][N:29]3[CH2:34][CH2:33][O:32][CH2:31][CH2:30]3)=[CH:26][CH:25]=2)O1.C([O-])([O-])=O.[Na+].[Na+]. The catalyst is O1CCOCC1.O.C1C=CC([P]([Pd]([P](C2C=CC=CC=2)(C2C=CC=CC=2)C2C=CC=CC=2)([P](C2C=CC=CC=2)(C2C=CC=CC=2)C2C=CC=CC=2)[P](C2C=CC=CC=2)(C2C=CC=CC=2)C2C=CC=CC=2)(C2C=CC=CC=2)C2C=CC=CC=2)=CC=1. The product is [CH2:14]([NH:13][C:4]1[C:5]([CH3:12])=[C:6]([C:7]([O:9][CH3:10])=[O:8])[CH:11]=[C:2]([C:24]2[CH:25]=[CH:26][C:27]([CH2:28][N:29]3[CH2:34][CH2:33][O:32][CH2:31][CH2:30]3)=[CH:35][CH:36]=2)[CH:3]=1)[CH3:15]. The yield is 0.980. (9) The yield is 0.890. The reactants are [Br:1][C:2]1[CH:3]=[C:4]2[C:8](=[C:9]([C:11]([OH:13])=O)[CH:10]=1)[N:7]([CH3:14])[CH:6]=[C:5]2[CH:15]([CH3:17])[CH3:16].Cl.[NH2:19][CH2:20][C:21]1[C:22](=[O:35])[NH:23][C:24]([CH3:34])=[CH:25][C:26]=1[CH2:27][C:28]1[CH:33]=[CH:32][CH:31]=[CH:30][CH:29]=1.ON1C2N=CC=CC=2N=N1.C(Cl)CCl.CN1CCOCC1. The catalyst is O.CS(C)=O. The product is [CH2:27]([C:26]1[CH:25]=[C:24]([CH3:34])[NH:23][C:22](=[O:35])[C:21]=1[CH2:20][NH:19][C:11]([C:9]1[CH:10]=[C:2]([Br:1])[CH:3]=[C:4]2[C:8]=1[N:7]([CH3:14])[CH:6]=[C:5]2[CH:15]([CH3:17])[CH3:16])=[O:13])[C:28]1[CH:29]=[CH:30][CH:31]=[CH:32][CH:33]=1.